Dataset: Forward reaction prediction with 1.9M reactions from USPTO patents (1976-2016). Task: Predict the product of the given reaction. (1) The product is: [N:8]1([CH:11]2[CH2:14][N:13]([C:15]([C:17]3[CH:18]=[C:19]4[C:24](=[CH:25][CH:26]=3)[NH:23][CH2:22][CH2:21][CH2:20]4)=[O:16])[CH2:12]2)[CH2:9][CH2:10][NH:5][CH2:6][CH2:7]1. Given the reactants FC(F)(F)C([N:5]1[CH2:10][CH2:9][N:8]([CH:11]2[CH2:14][N:13]([C:15]([C:17]3[CH:18]=[C:19]4[C:24](=[CH:25][CH:26]=3)[NH:23][CH2:22][CH2:21][CH2:20]4)=[O:16])[CH2:12]2)[CH2:7][CH2:6]1)=O.C([O-])([O-])=O.[K+].[K+], predict the reaction product. (2) Given the reactants [Br:1][C:2]1[CH:3]=[C:4]2[C:9](=[CH:10][CH:11]=1)[C:8](=[O:12])[NH:7][C:6](=[O:13])/[C:5]/2=[CH:14]/OC.[CH3:17][O:18][C:19]1[CH:24]=[CH:23][C:22]([CH2:25][NH:26][CH3:27])=[CH:21][C:20]=1[OH:28], predict the reaction product. The product is: [Br:1][C:2]1[CH:3]=[C:4]2[C:9](=[CH:10][CH:11]=1)[C:8](=[O:12])[NH:7][C:6](=[O:13])/[C:5]/2=[CH:14]\[N:26]([CH2:25][C:22]1[CH:23]=[CH:24][C:19]([O:18][CH3:17])=[C:20]([OH:28])[CH:21]=1)[CH3:27].